From a dataset of Catalyst prediction with 721,799 reactions and 888 catalyst types from USPTO. Predict which catalyst facilitates the given reaction. (1) Reactant: [O:1]1[C:5]2([CH2:10][CH2:9][CH:8]([OH:11])[CH2:7][CH2:6]2)[O:4][CH2:3][CH2:2]1.[CH2:12](Br)[C:13]#[CH:14].[H-].[Na+].O. Product: [CH2:14]([O:11][CH:8]1[CH2:9][CH2:10][C:5]2([O:4][CH2:3][CH2:2][O:1]2)[CH2:6][CH2:7]1)[C:13]#[CH:12]. The catalyst class is: 60. (2) Reactant: CC(OI1(OC(C)=O)(OC(C)=O)OC(=O)C2C=CC=CC1=2)=O.[F:23][C:24]1[CH:29]=[CH:28][CH:27]=[CH:26][C:25]=1[C:30]1[CH:31]=[N:32][C:33]([N:36]2[C:44]3[C:39](=[CH:40][CH:41]=[C:42]([C:45]([N:47]4[CH2:52][CH2:51][O:50][CH2:49][CH2:48]4)=[O:46])[CH:43]=3)[C:38]([CH:53]([OH:55])[CH3:54])=[CH:37]2)=[N:34][CH:35]=1. Product: [F:23][C:24]1[CH:29]=[CH:28][CH:27]=[CH:26][C:25]=1[C:30]1[CH:35]=[N:34][C:33]([N:36]2[C:44]3[C:39](=[CH:40][CH:41]=[C:42]([C:45]([N:47]4[CH2:48][CH2:49][O:50][CH2:51][CH2:52]4)=[O:46])[CH:43]=3)[C:38]([C:53](=[O:55])[CH3:54])=[CH:37]2)=[N:32][CH:31]=1. The catalyst class is: 4. (3) The catalyst class is: 171. Reactant: [OH:1][C:2]1[CH:11]=[C:10]2[C:5]([C:6](=[O:17])[CH:7]=[C:8]([C:12]([O:14][CH2:15][CH3:16])=[O:13])[O:9]2)=[CH:4][CH:3]=1.[H][H]. Product: [OH:1][C:2]1[CH:11]=[C:10]2[C:5]([C:6](=[O:17])[CH2:7][CH:8]([C:12]([O:14][CH2:15][CH3:16])=[O:13])[O:9]2)=[CH:4][CH:3]=1. (4) Reactant: [H-].[Na+].[Si:3]([O:20][CH2:21][CH2:22][O:23][CH2:24][C@H:25]([OH:30])[C:26]([O:28][CH3:29])=[O:27])([C:16]([CH3:19])([CH3:18])[CH3:17])([C:10]1[CH:15]=[CH:14][CH:13]=[CH:12][CH:11]=1)[C:4]1[CH:9]=[CH:8][CH:7]=[CH:6][CH:5]=1.Cl[C:32]1[N:37]=[CH:36][N:35]=[C:34]2[N:38]([C:41]3[CH:46]=[CH:45][CH:44]=[C:43]([Cl:47])[C:42]=3[CH3:48])[N:39]=[CH:40][C:33]=12.C(O)(=O)CC(CC(O)=O)(C(O)=O)O. Product: [Si:3]([O:20][CH2:21][CH2:22][O:23][CH2:24][C@H:25]([O:30][C:32]1[C:33]2[CH:40]=[N:39][N:38]([C:41]3[CH:46]=[CH:45][CH:44]=[C:43]([Cl:47])[C:42]=3[CH3:48])[C:34]=2[N:35]=[CH:36][N:37]=1)[C:26]([O:28][CH3:29])=[O:27])([C:16]([CH3:19])([CH3:18])[CH3:17])([C:10]1[CH:15]=[CH:14][CH:13]=[CH:12][CH:11]=1)[C:4]1[CH:5]=[CH:6][CH:7]=[CH:8][CH:9]=1. The catalyst class is: 49. (5) Reactant: [CH3:1][O:2][C:3]1[CH:4]=[C:5]2[C:10](=[CH:11][C:12]=1[O:13][CH3:14])[N:9]=[CH:8][N:7]=[C:6]2[O:15][C:16]1[CH:26]=[CH:25][C:19]([O:20][CH2:21][C:22]([OH:24])=O)=[CH:18][CH:17]=1.CCN=C=NCCCN(C)C.Cl.C1C=CC2N(O)N=NC=2C=1.[CH2:49]1[C:58]2[C:53](=[CH:54][CH:55]=[CH:56][CH:57]=2)[CH2:52][CH2:51][NH:50]1.C(=O)([O-])O.[Na+]. Product: [CH3:1][O:2][C:3]1[CH:4]=[C:5]2[C:10](=[CH:11][C:12]=1[O:13][CH3:14])[N:9]=[CH:8][N:7]=[C:6]2[O:15][C:16]1[CH:17]=[CH:18][C:19]([O:20][CH2:21][C:22]([N:50]2[CH2:51][CH2:52][C:53]3[C:58](=[CH:57][CH:56]=[CH:55][CH:54]=3)[CH2:49]2)=[O:24])=[CH:25][CH:26]=1. The catalyst class is: 146.